From a dataset of Forward reaction prediction with 1.9M reactions from USPTO patents (1976-2016). Predict the product of the given reaction. (1) Given the reactants [N:1]([CH2:4][CH2:5][CH2:6][C:7]1([C:29]2[CH:34]=[CH:33][CH:32]=[CH:31][CH:30]=2)[N:11]([C:12]([N:14]([O:16][C:17]([CH3:20])([CH3:19])[CH3:18])[CH3:15])=[O:13])[N:10]=[C:9]([C:21]2[CH:26]=[C:25]([F:27])[CH:24]=[CH:23][C:22]=2[F:28])[S:8]1)=[N+]=[N-].Cl, predict the reaction product. The product is: [NH2:1][CH2:4][CH2:5][CH2:6][C:7]1([C:29]2[CH:34]=[CH:33][CH:32]=[CH:31][CH:30]=2)[N:11]([C:12]([N:14]([O:16][C:17]([CH3:20])([CH3:19])[CH3:18])[CH3:15])=[O:13])[N:10]=[C:9]([C:21]2[CH:26]=[C:25]([F:27])[CH:24]=[CH:23][C:22]=2[F:28])[S:8]1. (2) Given the reactants [Cl:1][C:2]1[C:11]2[C:6](=[CH:7][CH:8]=[CH:9][CH:10]=2)[N:5]=[CH:4][CH:3]=1.S(=O)(=O)(O)O.[N+:17]([O-])([OH:19])=[O:18].[NH4+].[OH-], predict the reaction product. The product is: [Cl:1][C:2]1[C:11]2[C:6](=[C:7]([N+:17]([O-:19])=[O:18])[CH:8]=[CH:9][CH:10]=2)[N:5]=[CH:4][CH:3]=1. (3) The product is: [CH2:7]([CH:9]([CH2:24][CH2:25][CH2:26][CH3:27])[CH2:10][O:11][P:12]([O-:23])([O:13][CH2:14][CH:15]([CH2:20][CH3:21])[CH2:16][CH2:17][CH2:18][CH3:19])=[O:22])[CH3:8].[Nd+:2]. Given the reactants [O-2].[Nd+3:2].[O-2].[O-2].[Nd+3].[Nd].[CH2:7]([CH:9]([CH2:24][CH2:25][CH2:26][CH3:27])[CH2:10][O:11][P:12](=[O:23])([OH:22])[O:13][CH2:14][CH:15]([CH2:20][CH3:21])[CH2:16][CH2:17][CH2:18][CH3:19])[CH3:8].CC1CCCCC1, predict the reaction product. (4) Given the reactants C[Si]([N-][Si](C)(C)C)(C)C.[Na+].[CH3:11][O:12][C:13]1[CH:14]=[C:15]2[C:19](=[CH:20][CH:21]=1)[C:18](=[O:22])[CH:17]([C:23]1[CH:28]=[CH:27][C:26]([O:29][CH3:30])=[CH:25][CH:24]=1)[C:16]2=[O:31].[C:32]1([Li])[CH:37]=[CH:36][CH:35]=[CH:34][CH:33]=1, predict the reaction product. The product is: [OH:22][C:18]1([C:32]2[CH:37]=[CH:36][CH:35]=[CH:34][CH:33]=2)[C:19]2[C:15](=[CH:14][C:13]([O:12][CH3:11])=[CH:21][CH:20]=2)[C:16](=[O:31])[CH:17]1[C:23]1[CH:28]=[CH:27][C:26]([O:29][CH3:30])=[CH:25][CH:24]=1.[OH:31][C:16]1([C:32]2[CH:37]=[CH:36][CH:35]=[CH:34][CH:33]=2)[C:15]2[C:19](=[CH:20][CH:21]=[C:13]([O:12][CH3:11])[CH:14]=2)[C:18](=[O:22])[CH:17]1[C:23]1[CH:28]=[CH:27][C:26]([O:29][CH3:30])=[CH:25][CH:24]=1. (5) The product is: [CH3:26][O:27][C:28](=[O:33])[C@@H:29]([N:30]([C:6](=[O:8])[C:5]1[CH:9]=[CH:10][C:2]([Br:1])=[CH:3][C:4]=1[CH3:11])[CH3:31])[CH3:32]. Given the reactants [Br:1][C:2]1[CH:10]=[CH:9][C:5]([C:6]([OH:8])=O)=[C:4]([CH3:11])[CH:3]=1.S(Cl)(Cl)=O.CCN(C(C)C)C(C)C.Cl.[CH3:26][O:27][C:28](=[O:33])[C@H:29]([CH3:32])[NH:30][CH3:31], predict the reaction product.